Predict the reaction yield, written as a fraction of the theoretical maximum amount of product (1.0 means a 100% yield; for example, 0.34 means a 34% yield). From a dataset of Reaction yield outcomes from USPTO patents with 853,638 reactions. The catalyst is CN(C=O)C. The product is [OH:24][C:25]([C:28]1[O:32][N:31]=[C:30]([C:33]2[CH:34]=[C:35]([CH:38]=[CH:39][CH:40]=2)[CH2:36][NH:37][C:20]([C:17]2[CH:18]=[N:19][C:14]([C:9]3[CH:10]=[CH:11][CH:12]=[CH:13][N:8]=3)=[N:15][CH:16]=2)=[O:22])[N:29]=1)([CH3:27])[CH3:26]. The reactants are CN1CCOCC1.[N:8]1[CH:13]=[CH:12][CH:11]=[CH:10][C:9]=1[C:14]1[N:19]=[CH:18][C:17]([C:20]([OH:22])=O)=[CH:16][N:15]=1.Cl.[OH:24][C:25]([C:28]1[O:32][N:31]=[C:30]([C:33]2[CH:34]=[C:35]([CH:38]=[CH:39][CH:40]=2)[CH2:36][NH2:37])[N:29]=1)([CH3:27])[CH3:26].[Cl-].COC1N=C(OC)N=C([N+]2(C)CCOCC2)N=1. The yield is 0.420.